Dataset: Catalyst prediction with 721,799 reactions and 888 catalyst types from USPTO. Task: Predict which catalyst facilitates the given reaction. (1) Reactant: C[Si](C#C)(C)C.[CH3:7][O:8][C:9]1[CH:16]=[C:15]([C:17]#[C:18][Si](C)(C)C)[C:12]([CH:13]=O)=[CH:11][N:10]=1.[OH-].[NH4+:24]. Product: [CH3:7][O:8][C:9]1[N:10]=[CH:11][C:12]2[C:15]([CH:16]=1)=[CH:17][CH:18]=[N:24][CH:13]=2. The catalyst class is: 8. (2) Reactant: [Cl:1][C:2]([F:6])=[C:3]([F:5])[F:4]. Product: [Cl:1][C:2]([F:6])=[C:3]([F:5])[F:4].[F:6][CH:2]=[C:3]([F:5])[F:4]. The catalyst class is: 43. (3) Reactant: [NH2:1][C:2]1[CH:3]=[C:4]([CH2:9][CH2:10][CH2:11][CH2:12][O:13][CH2:14][CH2:15][CH2:16][CH2:17][CH2:18][CH2:19][N:20]([CH2:36][C:37]2[CH:42]=[CH:41][CH:40]=[CH:39][CH:38]=2)[CH2:21][C@@H:22]([C:24]2[CH:35]=[CH:34][C:27]3[O:28][C:29]([CH3:33])([CH3:32])[O:30][CH2:31][C:26]=3[CH:25]=2)[OH:23])[CH:5]=[C:6]([CH3:8])[CH:7]=1.[O-:43][C:44]#[N:45].[K+]. Product: [CH2:36]([N:20]([CH2:21][C@@H:22]([C:24]1[CH:35]=[CH:34][C:27]2[O:28][C:29]([CH3:33])([CH3:32])[O:30][CH2:31][C:26]=2[CH:25]=1)[OH:23])[CH2:19][CH2:18][CH2:17][CH2:16][CH2:15][CH2:14][O:13][CH2:12][CH2:11][CH2:10][CH2:9][C:4]1[CH:3]=[C:2]([NH:1][C:44]([NH2:45])=[O:43])[CH:7]=[C:6]([CH3:8])[CH:5]=1)[C:37]1[CH:38]=[CH:39][CH:40]=[CH:41][CH:42]=1. The catalyst class is: 86. (4) Reactant: [CH3:1][O:2][C:3]1[CH:8]=[CH:7][C:6]([C:9]2[C:14]([CH3:15])=[C:13]([C:16]([F:19])([F:18])[F:17])[N:12]3[N:20]=[CH:21][C:22]([C:23](O)=[O:24])=[C:11]3[N:10]=2)=[CH:5][CH:4]=1.CN(C(ON1N=NC2C=CC=NC1=2)=[N+](C)C)C.F[P-](F)(F)(F)(F)F.CCN(C(C)C)C(C)C.[CH3:59][C@H:60]1[NH:65][CH2:64][CH2:63][N:62]([C@@H:66]([C:68]2[CH:73]=[CH:72][CH:71]=[CH:70][CH:69]=2)[CH3:67])[CH2:61]1. Product: [CH3:1][O:2][C:3]1[CH:8]=[CH:7][C:6]([C:9]2[C:14]([CH3:15])=[C:13]([C:16]([F:19])([F:17])[F:18])[N:12]3[N:20]=[CH:21][C:22]([C:23]([N:65]4[CH2:64][CH2:63][N:62]([C@@H:66]([C:68]5[CH:73]=[CH:72][CH:71]=[CH:70][CH:69]=5)[CH3:67])[CH2:61][C@H:60]4[CH3:59])=[O:24])=[C:11]3[N:10]=2)=[CH:5][CH:4]=1. The catalyst class is: 25. (5) Reactant: [N:1]1[O:5][N:4]=[C:3]2[CH:6]=[C:7]([C:10]3[CH:15]=[CH:14][C:13]([N:16]([CH3:18])[CH3:17])=[CH:12][C:11]=3[O:19]C)[CH:8]=[CH:9][C:2]=12.[Al](Br)(Br)Br. Product: [N:1]1[O:5][N:4]=[C:3]2[CH:6]=[C:7]([C:10]3[CH:15]=[CH:14][C:13]([N:16]([CH3:17])[CH3:18])=[CH:12][C:11]=3[OH:19])[CH:8]=[CH:9][C:2]=12. The catalyst class is: 2. (6) The catalyst class is: 8. Reactant: [OH:1][NH:2][C:3]([C:5]1[CH:10]=[CH:9][CH:8]=[C:7]([S:11](=[O:14])(=[O:13])[NH2:12])[CH:6]=1)=[NH:4].C[O-].[Na+].[Cl:18][C:19]1[CH:37]=[CH:36][C:22]([O:23][CH2:24][C:25]2[N:29]([CH3:30])[N:28]=[CH:27][C:26]=2[C:31](OCC)=O)=[CH:21][CH:20]=1. Product: [Cl:18][C:19]1[CH:37]=[CH:36][C:22]([O:23][CH2:24][C:25]2[N:29]([CH3:30])[N:28]=[CH:27][C:26]=2[C:31]2[O:1][N:2]=[C:3]([C:5]3[CH:6]=[C:7]([S:11]([NH2:12])(=[O:13])=[O:14])[CH:8]=[CH:9][CH:10]=3)[N:4]=2)=[CH:21][CH:20]=1.